From a dataset of Forward reaction prediction with 1.9M reactions from USPTO patents (1976-2016). Predict the product of the given reaction. (1) Given the reactants [CH3:1][O:2][C:3]1[CH:4]=[C:5]([CH:35]=[CH:36][C:37]=1[C:38]([CH3:41])([CH3:40])[CH3:39])[C:6]([N:8]1[C@@H:12]([C:13]2[S:14][C:15]([CH3:18])=[CH:16][N:17]=2)[C@@H:11]([CH2:19][O:20][CH3:21])[CH2:10][C@@:9]1([CH2:29][C:30]1[CH:34]=[CH:33][S:32][N:31]=1)[C:22]([O:24]C(C)(C)C)=[O:23])=[O:7], predict the reaction product. The product is: [CH3:1][O:2][C:3]1[CH:4]=[C:5]([CH:35]=[CH:36][C:37]=1[C:38]([CH3:41])([CH3:40])[CH3:39])[C:6]([N:8]1[C@@H:12]([C:13]2[S:14][C:15]([CH3:18])=[CH:16][N:17]=2)[C@@H:11]([CH2:19][O:20][CH3:21])[CH2:10][C@@:9]1([CH2:29][C:30]1[CH:34]=[CH:33][S:32][N:31]=1)[C:22]([OH:24])=[O:23])=[O:7]. (2) Given the reactants [NH2:1][C:2]1[CH:7]=[CH:6][C:5]([Cl:8])=[CH:4][C:3]=1[CH:9]([C:11]1[CH:16]=[CH:15][CH:14]=[C:13]([O:17][CH3:18])[C:12]=1[O:19][C:20]([F:23])([F:22])[F:21])O.[C:24](O)(=[O:31])[CH:25]([CH2:27][C:28]([OH:30])=[O:29])[SH:26].[OH-].[Na+].Cl, predict the reaction product. The product is: [Cl:8][C:5]1[CH:6]=[CH:7][C:2]2[NH:1][C:24](=[O:31])[C@@H:25]([CH2:27][C:28]([OH:30])=[O:29])[S:26][C@H:9]([C:11]3[CH:16]=[CH:15][CH:14]=[C:13]([O:17][CH3:18])[C:12]=3[O:19][C:20]([F:23])([F:22])[F:21])[C:3]=2[CH:4]=1. (3) Given the reactants [Br:1][C:2]1[CH:7]=[CH:6][C:5]([C:8](=[N:22][O:23][CH2:24][CH3:25])[CH:9]2[CH2:14][CH2:13][N:12]([C:15]3([CH3:21])[CH2:20][CH2:19][NH:18][CH2:17][CH2:16]3)[CH2:11][CH2:10]2)=[CH:4][CH:3]=1.[CH3:26][N:27]1[C:35]2[C:30](=[CH:31][CH:32]=[CH:33][CH:34]=2)[C:29]([C:36](O)=[O:37])=[CH:28]1.CCN(CC)CC.CN(C(ON1N=NC2C=CC=NC1=2)=[N+](C)C)C.F[P-](F)(F)(F)(F)F, predict the reaction product. The product is: [Br:1][C:2]1[CH:7]=[CH:6][C:5]([C:8](=[N:22][O:23][CH2:24][CH3:25])[CH:9]2[CH2:10][CH2:11][N:12]([C:15]3([CH3:21])[CH2:20][CH2:19][N:18]([C:36]([C:29]4[C:30]5[C:35](=[CH:34][CH:33]=[CH:32][CH:31]=5)[N:27]([CH3:26])[CH:28]=4)=[O:37])[CH2:17][CH2:16]3)[CH2:13][CH2:14]2)=[CH:4][CH:3]=1. (4) Given the reactants C[O:2][C:3](=O)[C:4]([C:12]1[CH:17]=[CH:16][C:15]([Cl:18])=[CH:14][CH:13]=1)=[CH:5][C:6]1[CH:11]=[CH:10][N:9]=[CH:8][CH:7]=1.[NH2:20][NH2:21], predict the reaction product. The product is: [Cl:18][C:15]1[CH:16]=[CH:17][C:12]([CH:4]2[CH:5]([C:6]3[CH:11]=[CH:10][N:9]=[CH:8][CH:7]=3)[NH:21][NH:20][C:3]2=[O:2])=[CH:13][CH:14]=1. (5) Given the reactants C(O[C:9]([NH:11][C@@H:12]([CH2:26][C:27]1[CH:32]=[CH:31][C:30]([C:33]2[N:38]=[CH:37][C:36]([C:39]3[CH:44]=[CH:43][C:42]([O:45][CH2:46][CH2:47][CH2:48][CH2:49][CH2:50][CH2:51][CH3:52])=[CH:41][CH:40]=3)=[CH:35][N:34]=2)=[CH:29][CH:28]=1)[C:13]([N:15]1[CH2:18][CH:17]([C:19]([O:21][C:22]([CH3:25])([CH3:24])[CH3:23])=[O:20])[CH2:16]1)=[O:14])=[O:10])C1C=CC=CC=1.C([SiH]([CH2:58][CH3:59])CC)C.[CH2:60](N(CC)CC)C.CN(C(ON1N=N[C:77]2[CH:78]=[CH:79][CH:80]=NC1=2)=[N+](C)C)C.F[P-](F)(F)(F)(F)F.CCN([CH:97]([CH3:99])[CH3:98])C(C)C.Cl, predict the reaction product. The product is: [C:97]([C:59]1[CH:58]=[CH:77][C:78]([C:9]([NH:11][C@@H:12]([CH2:26][C:27]2[CH:28]=[CH:29][C:30]([C:33]3[N:38]=[CH:37][C:36]([C:39]4[CH:40]=[CH:41][C:42]([O:45][CH2:46][CH2:47][CH2:48][CH2:49][CH2:50][CH2:51][CH3:52])=[CH:43][CH:44]=4)=[CH:35][N:34]=3)=[CH:31][CH:32]=2)[C:13]([N:15]2[CH2:16][CH:17]([C:19]([O:21][C:22]([CH3:23])([CH3:25])[CH3:24])=[O:20])[CH2:18]2)=[O:14])=[O:10])=[CH:79][CH:80]=1)([CH3:99])([CH3:60])[CH3:98]. (6) Given the reactants [CH3:1][C:2]1[N:3]=[C:4]([NH2:7])[S:5][CH:6]=1.Cl[C:9]1[CH:14]=[C:13]([S:15][C:16]2[CH:21]=[CH:20][CH:19]=[C:18]([Cl:22])[CH:17]=2)[CH:12]=[CH:11][N:10]=1.P([O-])([O-])([O-])=O.[K+].[K+].[K+].O, predict the reaction product. The product is: [Cl:22][C:18]1[CH:17]=[C:16]([S:15][C:13]2[CH:12]=[CH:11][N:10]=[C:9]([NH:7][C:4]3[S:5][CH:6]=[C:2]([CH3:1])[N:3]=3)[CH:14]=2)[CH:21]=[CH:20][CH:19]=1. (7) Given the reactants [C:1]([NH:4][C:5]1[C:6]([C:22]2[S:23][C:24]3[CH:30]=[CH:29][CH:28]=[CH:27][C:25]=3[N:26]=2)=[C:7]2[C:12](=[CH:13][CH:14]=1)[CH2:11][N:10](C(OC(C)(C)C)=O)[CH2:9][CH2:8]2)(=[O:3])[CH3:2].[F:31][C:32]([F:37])([F:36])[C:33]([OH:35])=[O:34], predict the reaction product. The product is: [F:31][C:32]([F:37])([F:36])[C:33]([O-:35])=[O:34].[C:1]([NH:4][C:5]1[C:6]([C:22]2[S:23][C:24]3[CH:30]=[CH:29][CH:28]=[CH:27][C:25]=3[N:26]=2)=[C:7]2[C:12](=[CH:13][CH:14]=1)[CH2:11][NH2+:10][CH2:9][CH2:8]2)(=[O:3])[CH3:2].